This data is from Catalyst prediction with 721,799 reactions and 888 catalyst types from USPTO. The task is: Predict which catalyst facilitates the given reaction. (1) Reactant: [Br:1]Br.[C:3]([C:7]1[S:15][C:14]2[C:13]([OH:16])=[N:12][C:11]([C:17]3[CH:22]=[CH:21][N:20]=[CH:19][CH:18]=3)=[N:10][C:9]=2[CH:8]=1)(C)(C)C. Product: [Br:1][C:8]1[C:9]2[N:10]=[C:11]([C:17]3[CH:22]=[CH:21][N:20]=[CH:19][CH:18]=3)[N:12]=[C:13]([OH:16])[C:14]=2[S:15][C:7]=1[CH3:3]. The catalyst class is: 22. (2) Reactant: Br.[NH2:2][C:3]1[C:11]([OH:12])=[C:10]2[C:6]([CH2:7][CH2:8][C:9]2=[O:13])=[CH:5][CH:4]=1.[CH:14](OCC)(OCC)OCC. Product: [O:12]1[C:11]2[C:10]3[C:9](=[O:13])[CH2:8][CH2:7][C:6]=3[CH:5]=[CH:4][C:3]=2[N:2]=[CH:14]1. The catalyst class is: 54. (3) Reactant: C(OC([N:8]1[C:16]2[CH:15]=[CH:14][N:13]=[C:12]([Cl:17])[C:11]=2[CH2:10][CH2:9]1)=O)(C)(C)C.Cl.C(O)(C(F)(F)F)=O. Product: [Cl:17][C:12]1[C:11]2[CH2:10][CH2:9][NH:8][C:16]=2[CH:15]=[CH:14][N:13]=1. The catalyst class is: 135. (4) Reactant: [C:1](OCC)(=[O:3])C.C[O-].[Na+].CO.Br[C:13]1[CH:14]=[CH:15][C:16]2[CH2:23][CH:22]([CH3:24])[O:21][CH2:20][CH2:19][N:18]([C:25]3[CH:30]=[CH:29][CH:28]=[CH:27][CH:26]=3)[C:17]=2[CH:31]=1. Product: [CH3:1][O:3][C:13]1[CH:14]=[CH:15][C:16]2[CH2:23][CH:22]([CH3:24])[O:21][CH2:20][CH2:19][N:18]([C:25]3[CH:30]=[CH:29][CH:28]=[CH:27][CH:26]=3)[C:17]=2[CH:31]=1. The catalyst class is: 5. (5) The catalyst class is: 8. Product: [CH2:8]([O:10][C:11]1[C:14](=[O:15])[C:13](=[O:18])[C:12]=1[NH:1][C:2]1[CH:7]=[CH:6][CH:5]=[CH:4][N:3]=1)[CH3:9]. Reactant: [NH2:1][C:2]1[CH:7]=[CH:6][CH:5]=[CH:4][N:3]=1.[CH2:8]([O:10][C:11]1[C:12](=O)[C:13](=[O:18])[C:14]=1[O:15]CC)[CH3:9]. (6) Reactant: [CH2:1]([OH:5])[CH2:2][CH:3]=[CH2:4].CC1C=CC(S([O-])(=O)=O)=CC=1.C1C=C[NH+]=CC=1.[O:23]1[CH:28]=[CH:27][CH2:26][CH2:25][CH2:24]1. Product: [CH2:1]([O:5][CH:24]1[CH2:25][CH2:26][CH2:27][CH2:28][O:23]1)[CH2:2][C:3]#[CH:4]. The catalyst class is: 2. (7) Reactant: [F:1][C:2]1[CH:18]=[CH:17][CH:16]=[C:15]([F:19])[C:3]=1[CH2:4][CH:5]1[CH2:10][CH:9]([C:11]([O:13][CH3:14])=[O:12])[CH2:8][CH2:7][NH:6]1.CCN(C(C)C)C(C)C.[C:29](Cl)(=[O:32])[O:30][CH3:31]. Product: [F:1][C:2]1[CH:18]=[CH:17][CH:16]=[C:15]([F:19])[C:3]=1[CH2:4][CH:5]1[CH2:10][CH:9]([C:11]([O:13][CH3:14])=[O:12])[CH2:8][CH2:7][N:6]1[C:29]([O:30][CH3:31])=[O:32]. The catalyst class is: 2. (8) Reactant: [N:1]1[CH:6]=[CH:5][CH:4]=[CH:3][C:2]=1[C:7]#[C:8][C:9]1[CH:10]=[C:11]([OH:15])[CH:12]=[N:13][CH:14]=1.[C:16](=O)([O-])[O-].[Cs+].[Cs+].CC#N.C(O)(C(F)(F)F)=O. Product: [CH3:16][O:15][C:11]1[CH:12]=[N:13][CH:14]=[C:9]([C:8]#[C:7][C:2]2[CH:3]=[CH:4][CH:5]=[CH:6][N:1]=2)[CH:10]=1. The catalyst class is: 18. (9) Reactant: [CH3:1][C:2]1[O:8][CH:7]=[C:6]([OH:9])[C:4](=[O:5])[CH:3]=1.C(N(CC)CC)C.Cl.[C:18](Cl)(=[O:25])[C:19]1[CH:24]=[CH:23][CH:22]=[N:21][CH:20]=1. Product: [C:18]([O:9][C:6]1[C:4](=[O:5])[CH:3]=[C:2]([CH3:1])[O:8][CH:7]=1)(=[O:25])[C:19]1[CH:24]=[CH:23][CH:22]=[N:21][CH:20]=1. The catalyst class is: 1.